Dataset: Forward reaction prediction with 1.9M reactions from USPTO patents (1976-2016). Task: Predict the product of the given reaction. (1) The product is: [CH2:17]([O:24][C:25]1[C:29](/[CH:30]=[CH:9]/[C:10]([O:12][CH2:13][CH3:14])=[O:11])=[CH:28][N:27]([CH3:32])[N:26]=1)[C:18]1[CH:19]=[CH:20][CH:21]=[CH:22][CH:23]=1. Given the reactants C(OP([CH2:9][C:10]([O:12][CH2:13][CH3:14])=[O:11])(OCC)=O)C.[H-].[Na+].[CH2:17]([O:24][C:25]1[C:29]([CH:30]=O)=[CH:28][N:27]([CH3:32])[N:26]=1)[C:18]1[CH:23]=[CH:22][CH:21]=[CH:20][CH:19]=1.O, predict the reaction product. (2) Given the reactants C[Mg]Cl.[Cl:4][CH2:5][CH2:6][CH2:7][CH2:8][CH2:9][CH2:10][C:11]#[CH:12].[CH:13](OCC)([O:17][CH2:18][CH3:19])[O:14][CH2:15][CH3:16].[Cl-].[NH4+], predict the reaction product. The product is: [Cl:4][CH2:5][CH2:6][CH2:7][CH2:8][CH2:9][CH2:10][C:11]#[C:12][CH:13]([O:17][CH2:18][CH3:19])[O:14][CH2:15][CH3:16]. (3) Given the reactants [OH:1][C:2]1[CH:7]=[CH:6][C:5]([CH:8]2[CH2:13][CH2:12][N:11]([C:14]([O:16][C:17]([CH3:20])([CH3:19])[CH3:18])=[O:15])[CH2:10][CH:9]2[O:21][CH2:22][C:23]2[CH:32]=[C:31]3[C:26]([CH2:27][CH2:28][C:29](=[O:38])[N:30]3[CH2:33][CH2:34][CH2:35][O:36][CH3:37])=[CH:25][CH:24]=2)=[CH:4][CH:3]=1.Br[CH2:40][CH2:41][CH2:42][CH2:43][O:44][C:45]1[CH:52]=[CH:51][CH:50]=[CH:49][C:46]=1[C:47]#[N:48], predict the reaction product. The product is: [C:47]([C:46]1[CH:49]=[CH:50][CH:51]=[CH:52][C:45]=1[O:44][CH2:43][CH2:42][CH2:41][CH2:40][O:1][C:2]1[CH:7]=[CH:6][C:5]([CH:8]2[CH2:13][CH2:12][N:11]([C:14]([O:16][C:17]([CH3:19])([CH3:20])[CH3:18])=[O:15])[CH2:10][CH:9]2[O:21][CH2:22][C:23]2[CH:32]=[C:31]3[C:26]([CH2:27][CH2:28][C:29](=[O:38])[N:30]3[CH2:33][CH2:34][CH2:35][O:36][CH3:37])=[CH:25][CH:24]=2)=[CH:4][CH:3]=1)#[N:48]. (4) Given the reactants [C:1]([O:5][C:6]([N:8]1[CH2:13][CH2:12][N:11]([CH2:14][C:15]2[C:24]3[C:19](=[CH:20][CH:21]=[C:22](Br)[CH:23]=3)[C:18](=[O:26])[N:17](S(C3C=CC=CC=3)(=O)=O)[CH:16]=2)[CH2:10][C@@H:9]1[CH2:36][OH:37])=[O:7])([CH3:4])([CH3:3])[CH3:2].[CH:38]1([NH:41][C:42](=[O:60])[C:43]2[CH:48]=[C:47](B3OC(C)(C)C(C)(C)O3)[C:46]([CH3:58])=[C:45]([F:59])[CH:44]=2)[CH2:40][CH2:39]1.C(=O)([O-])[O-].[K+].[K+].C(O)(=O)C, predict the reaction product. The product is: [C:1]([O:5][C:6]([N:8]1[CH2:13][CH2:12][N:11]([CH2:14][C:15]2[C:24]3[C:19](=[CH:20][CH:21]=[C:22]([C:47]4[CH:48]=[C:43]([C:42](=[O:60])[NH:41][CH:38]5[CH2:39][CH2:40]5)[CH:44]=[C:45]([F:59])[C:46]=4[CH3:58])[CH:23]=3)[C:18](=[O:26])[NH:17][CH:16]=2)[CH2:10][C@@H:9]1[CH2:36][OH:37])=[O:7])([CH3:3])([CH3:4])[CH3:2].